Dataset: NCI-60 drug combinations with 297,098 pairs across 59 cell lines. Task: Regression. Given two drug SMILES strings and cell line genomic features, predict the synergy score measuring deviation from expected non-interaction effect. (1) Drug 1: C1CCN(CC1)CCOC2=CC=C(C=C2)C(=O)C3=C(SC4=C3C=CC(=C4)O)C5=CC=C(C=C5)O. Drug 2: CC1=C(N=C(N=C1N)C(CC(=O)N)NCC(C(=O)N)N)C(=O)NC(C(C2=CN=CN2)OC3C(C(C(C(O3)CO)O)O)OC4C(C(C(C(O4)CO)O)OC(=O)N)O)C(=O)NC(C)C(C(C)C(=O)NC(C(C)O)C(=O)NCCC5=NC(=CS5)C6=NC(=CS6)C(=O)NCCC[S+](C)C)O. Cell line: HOP-92. Synergy scores: CSS=1.21, Synergy_ZIP=-2.33, Synergy_Bliss=-6.32, Synergy_Loewe=-11.4, Synergy_HSA=-7.07. (2) Drug 1: CC1=C2C(C(=O)C3(C(CC4C(C3C(C(C2(C)C)(CC1OC(=O)C(C(C5=CC=CC=C5)NC(=O)OC(C)(C)C)O)O)OC(=O)C6=CC=CC=C6)(CO4)OC(=O)C)O)C)O. Drug 2: CN(CC1=CN=C2C(=N1)C(=NC(=N2)N)N)C3=CC=C(C=C3)C(=O)NC(CCC(=O)O)C(=O)O. Cell line: COLO 205. Synergy scores: CSS=29.8, Synergy_ZIP=2.16, Synergy_Bliss=1.13, Synergy_Loewe=-6.43, Synergy_HSA=-0.608. (3) Drug 1: CC12CCC(CC1=CCC3C2CCC4(C3CC=C4C5=CN=CC=C5)C)O. Drug 2: CC1CCC2CC(C(=CC=CC=CC(CC(C(=O)C(C(C(=CC(C(=O)CC(OC(=O)C3CCCCN3C(=O)C(=O)C1(O2)O)C(C)CC4CCC(C(C4)OC)OCCO)C)C)O)OC)C)C)C)OC. Cell line: MOLT-4. Synergy scores: CSS=32.7, Synergy_ZIP=-2.81, Synergy_Bliss=-4.87, Synergy_Loewe=-18.8, Synergy_HSA=-3.89. (4) Drug 1: C1CN1P(=S)(N2CC2)N3CC3. Drug 2: C1C(C(OC1N2C=C(C(=O)NC2=O)F)CO)O. Cell line: MDA-MB-231. Synergy scores: CSS=22.8, Synergy_ZIP=-0.501, Synergy_Bliss=0.841, Synergy_Loewe=3.60, Synergy_HSA=4.40. (5) Drug 1: CN1C(=O)N2C=NC(=C2N=N1)C(=O)N. Synergy scores: CSS=38.5, Synergy_ZIP=4.32, Synergy_Bliss=5.20, Synergy_Loewe=-40.8, Synergy_HSA=3.62. Drug 2: CCC1(C2=C(COC1=O)C(=O)N3CC4=CC5=C(C=CC(=C5CN(C)C)O)N=C4C3=C2)O.Cl. Cell line: SF-539.